The task is: Predict the reactants needed to synthesize the given product.. This data is from Full USPTO retrosynthesis dataset with 1.9M reactions from patents (1976-2016). (1) Given the product [F:17][C:16]1[C:11]2[O:10][CH2:9][CH2:8][NH:7][C:12]=2[C:13]([N+:18]([O-:20])=[O:19])=[CH:14][CH:15]=1, predict the reactants needed to synthesize it. The reactants are: C(OC(=O)[NH:7][CH2:8][CH2:9][O:10][C:11]1[C:16]([F:17])=[CH:15][CH:14]=[C:13]([N+:18]([O-:20])=[O:19])[C:12]=1F)(C)(C)C.C(O)(C(F)(F)F)=O.C1(C)C=CC=CC=1. (2) Given the product [CH3:21][O:20][C:17]1[CH:18]=[CH:19][C:14]([C:11]2[N:10]=[CH:9][C:8]3[CH2:7][CH2:6][CH2:5][C:4](=[O:3])[C:13]=3[N:12]=2)=[CH:15][CH:16]=1, predict the reactants needed to synthesize it. The reactants are: C([O:3][C:4]1[C:13]2[N:12]=[C:11]([C:14]3[CH:19]=[CH:18][C:17]([O:20][CH3:21])=[CH:16][CH:15]=3)[N:10]=[CH:9][C:8]=2[CH2:7][CH2:6][CH:5]=1)C. (3) Given the product [CH3:12][O:1][C:2]1([C:5]([O:7][CH3:8])=[O:6])[CH2:4][CH2:3]1, predict the reactants needed to synthesize it. The reactants are: [OH:1][C:2]1([C:5]([O:7][CH3:8])=[O:6])[CH2:4][CH2:3]1.[H-].[Na+].I[CH3:12]. (4) Given the product [CH3:1][C:2]1[C:7]([CH2:8][C:9]2[O:10][C:11]3[CH:17]=[CH:16][C:15]([CH2:18][C:19]([OH:21])=[O:20])=[CH:14][C:12]=3[CH:13]=2)=[CH:6][CH:5]=[CH:4][N:3]=1, predict the reactants needed to synthesize it. The reactants are: [CH3:1][C:2]1[C:7]([CH2:8][C:9]2[O:10][C:11]3[CH:17]=[CH:16][C:15]([CH2:18][C:19]([O:21]C)=[O:20])=[CH:14][C:12]=3[CH:13]=2)=[CH:6][CH:5]=[CH:4][N:3]=1.[OH-].[Na+].Cl. (5) Given the product [Br:15][C:6]1[CH:7]=[C:2]([F:1])[C:3]([O:8][CH3:9])=[N:4][CH:5]=1, predict the reactants needed to synthesize it. The reactants are: [F:1][C:2]1[C:3]([O:8][CH3:9])=[N:4][CH:5]=[CH:6][CH:7]=1.C([O-])(=O)C.[Na+].[Br:15]Br. (6) Given the product [CH2:12]([N:19]1[CH2:24][CH2:23][CH:22]([N:25]2[CH:29]=[CH:28][C:27]([C:30]3[CH:35]=[CH:34][C:33]([F:36])=[CH:32][CH:31]=3)=[C:26]2[C:37]2[CH:42]=[CH:41][N:40]=[C:39]([S:45]([CH3:2])(=[O:49])=[O:47])[N:38]=2)[CH2:21][CH2:20]1)[C:13]1[CH:18]=[CH:17][CH:16]=[CH:15][CH:14]=1, predict the reactants needed to synthesize it. The reactants are: Cl[C:2]1C=CC=C(C(OO)=O)C=1.[CH2:12]([N:19]1[CH2:24][CH2:23][CH:22]([N:25]2[CH:29]=[CH:28][C:27]([C:30]3[CH:35]=[CH:34][C:33]([F:36])=[CH:32][CH:31]=3)=[C:26]2[C:37]2[CH:42]=[CH:41][N:40]=[C:39](SC)[N:38]=2)[CH2:21][CH2:20]1)[C:13]1[CH:18]=[CH:17][CH:16]=[CH:15][CH:14]=1.[S:45]([O-:49])([O-])(=[O:47])=S.[Na+].[Na+]. (7) Given the product [CH:49]([C@@H:20]1[NH:19][C:18](=[O:52])[C@H:17]([CH3:53])[C@H:16]([O:15][CH2:60][C:61]([F:64])([F:63])[F:62])[CH2:41][CH2:40][CH:39]=[CH:38][C:37]2=[CH:42][C:33](=[CH:34][CH:35]=[CH:36]2)[C@@H:32]([CH3:43])[NH:31][C:30](=[O:44])[C@H:29]2[NH:45][N:25]([CH2:26][CH2:27][CH2:28]2)[C:24](=[O:46])[C@H:23]([CH3:47])[NH:22][C:21]1=[O:48])([CH3:51])[CH3:50], predict the reactants needed to synthesize it. The reactants are: C[Si](C)(C)N[Si](C)(C)C.C([Li])CCC.[OH:15][C@@H:16]1[CH2:41][CH2:40][CH:39]=[CH:38][C:37]2=[CH:42][C:33](=[CH:34][CH:35]=[CH:36]2)[C@@H:32]([CH3:43])[NH:31][C:30](=[O:44])[C@H:29]2[NH:45][N:25]([CH2:26][CH2:27][CH2:28]2)[C:24](=[O:46])[C@H:23]([CH3:47])[NH:22][C:21](=[O:48])[C@H:20]([CH:49]([CH3:51])[CH3:50])[NH:19][C:18](=[O:52])[C@@H:17]1[CH3:53].FC(F)(F)S(O[CH2:60][C:61]([F:64])([F:63])[F:62])(=O)=O.